Dataset: Human liver microsome stability data. Task: Regression/Classification. Given a drug SMILES string, predict its absorption, distribution, metabolism, or excretion properties. Task type varies by dataset: regression for continuous measurements (e.g., permeability, clearance, half-life) or binary classification for categorical outcomes (e.g., BBB penetration, CYP inhibition). Dataset: hlm. The molecule is CN(C(=O)[C@@H](N)Cc1ccccc1)[C@@H](Cc1ccccc1)C(N)=O. The result is 1 (stable in human liver microsomes).